Dataset: Reaction yield outcomes from USPTO patents with 853,638 reactions. Task: Predict the reaction yield, written as a fraction of the theoretical maximum amount of product (1.0 means a 100% yield; for example, 0.34 means a 34% yield). (1) The yield is 0.240. The product is [CH3:25][O:24][CH2:23][CH2:22][O:21][C:19]1[CH:18]=[CH:17][C:16](/[CH:26]=[CH:27]/[C:28](=[O:30])[NH:51][S:48]([CH2:43][CH2:44][CH2:45][CH2:46][CH3:47])(=[O:50])=[O:49])=[C:15]([CH:20]=1)[O:14][CH:11]1[CH2:12][CH2:13][N:8]([C:6]([O:5][C:1]([CH3:2])([CH3:4])[CH3:3])=[O:7])[CH2:9][CH2:10]1. The reactants are [C:1]([O:5][C:6]([N:8]1[CH2:13][CH2:12][CH:11]([O:14][C:15]2[CH:20]=[C:19]([O:21][CH2:22][CH2:23][O:24][CH3:25])[CH:18]=[CH:17][C:16]=2/[CH:26]=[CH:27]/[C:28]([OH:30])=O)[CH2:10][CH2:9]1)=[O:7])([CH3:4])([CH3:3])[CH3:2].Cl.C(N=C=NCCCN(C)C)C.[CH2:43]([S:48]([NH2:51])(=[O:50])=[O:49])[CH2:44][CH2:45][CH2:46][CH3:47].O. The catalyst is C(#N)C.CN(C)C=O.CN(C)C1C=CN=CC=1. (2) The reactants are O=[C:2]1[CH2:11][CH2:10][C:9]2[CH:8]=[C:7]([C:12]([O:14][CH3:15])=[O:13])[CH:6]=[CH:5][C:4]=2[CH2:3]1.Cl.[NH2:17][OH:18].C([O-])(=O)C.[Na+]. The catalyst is CO. The product is [OH:18][N:17]=[C:2]1[CH2:11][CH2:10][C:9]2[CH:8]=[C:7]([C:12]([O:14][CH3:15])=[O:13])[CH:6]=[CH:5][C:4]=2[CH2:3]1. The yield is 0.472. (3) The reactants are [C:1]([O:5][C:6]([N:8]1[C@@H:12]([CH:13]=O)[CH2:11][O:10][C:9]1([CH3:16])[CH3:15])=[O:7])([CH3:4])([CH3:3])[CH3:2].C1(P(C2C=CC=CC=2)C2C=CC=CC=2)C=CC=CC=1.[C:36](Br)(Br)([Br:38])[Br:37]. The catalyst is ClCCl. The product is [C:1]([O:5][C:6]([N:8]1[C@@H:12]([CH:13]=[C:36]([Br:38])[Br:37])[CH2:11][O:10][C:9]1([CH3:16])[CH3:15])=[O:7])([CH3:4])([CH3:3])[CH3:2]. The yield is 0.920. (4) The reactants are [NH2:1][C:2]1[S:3][C:4]([CH3:10])=[C:5]([CH3:9])[C:6]=1[C:7]#[N:8].[C:11](O)(=O)[CH3:12].[NH3:15].C(OCC)(OCC)(OCC)C. No catalyst specified. The product is [CH3:11][C:12]1[N:8]=[C:7]([NH2:15])[C:6]2[C:5]([CH3:9])=[C:4]([CH3:10])[S:3][C:2]=2[N:1]=1. The yield is 0.600. (5) The reactants are [C:1]([O:5][C:6]([N:8]([C:17]([O:19][C:20]([CH3:23])([CH3:22])[CH3:21])=[O:18])[C@H:9]1[C@H:14]([O:15][CH3:16])[CH2:13][CH2:12][NH:11][CH2:10]1)=[O:7])([CH3:4])([CH3:3])[CH3:2].Cl[C:25]1[CH:30]=[CH:29][N:28]=[CH:27][C:26]=1[N+:31]([O-:33])=[O:32].CCN(C(C)C)C(C)C. The catalyst is CCOC(C)=O. The product is [C:6]([N:8]([C:17]([O:19][C:20]([CH3:23])([CH3:22])[CH3:21])=[O:18])[C@H:9]1[C@H:14]([O:15][CH3:16])[CH2:13][CH2:12][N:11]([C:25]2[CH:30]=[CH:29][N:28]=[CH:27][C:26]=2[N+:31]([O-:33])=[O:32])[CH2:10]1)([O:5][C:1]([CH3:4])([CH3:3])[CH3:2])=[O:7]. The yield is 0.590.